From a dataset of NCI-60 drug combinations with 297,098 pairs across 59 cell lines. Regression. Given two drug SMILES strings and cell line genomic features, predict the synergy score measuring deviation from expected non-interaction effect. (1) Cell line: HL-60(TB). Drug 1: CS(=O)(=O)C1=CC(=C(C=C1)C(=O)NC2=CC(=C(C=C2)Cl)C3=CC=CC=N3)Cl. Drug 2: C1CCC(C(C1)N)N.C(=O)(C(=O)[O-])[O-].[Pt+4]. Synergy scores: CSS=39.4, Synergy_ZIP=10.7, Synergy_Bliss=13.0, Synergy_Loewe=-12.5, Synergy_HSA=10.6. (2) Drug 1: CC(C1=C(C=CC(=C1Cl)F)Cl)OC2=C(N=CC(=C2)C3=CN(N=C3)C4CCNCC4)N. Drug 2: CC1C(C(=O)NC(C(=O)N2CCCC2C(=O)N(CC(=O)N(C(C(=O)O1)C(C)C)C)C)C(C)C)NC(=O)C3=C4C(=C(C=C3)C)OC5=C(C(=O)C(=C(C5=N4)C(=O)NC6C(OC(=O)C(N(C(=O)CN(C(=O)C7CCCN7C(=O)C(NC6=O)C(C)C)C)C)C(C)C)C)N)C. Cell line: HCT116. Synergy scores: CSS=21.4, Synergy_ZIP=24.6, Synergy_Bliss=25.9, Synergy_Loewe=23.8, Synergy_HSA=24.3.